From a dataset of Peptide-MHC class II binding affinity with 134,281 pairs from IEDB. Regression. Given a peptide amino acid sequence and an MHC pseudo amino acid sequence, predict their binding affinity value. This is MHC class II binding data. (1) The peptide sequence is DLTLPWQSGSGGVWR. The MHC is DRB3_0202 with pseudo-sequence DRB3_0202. The binding affinity (normalized) is 0.455. (2) The binding affinity (normalized) is 0.0880. The peptide sequence is TLWQRPIVTIKIGGQLREAL. The MHC is HLA-DQA10401-DQB10402 with pseudo-sequence HLA-DQA10401-DQB10402. (3) The peptide sequence is ISSQYYIQQNGNLCY. The MHC is HLA-DQA10201-DQB10202 with pseudo-sequence HLA-DQA10201-DQB10202. The binding affinity (normalized) is 0.473. (4) The peptide sequence is STTVSTEQNVPDPQV. The MHC is DRB1_0101 with pseudo-sequence DRB1_0101. The binding affinity (normalized) is 0.332. (5) The peptide sequence is GAMVATNFFGINTIP. The MHC is DRB1_1101 with pseudo-sequence DRB1_1101. The binding affinity (normalized) is 0.369. (6) The peptide sequence is GWYLVAATAAAATLR. The MHC is DRB1_0101 with pseudo-sequence DRB1_0101. The binding affinity (normalized) is 0.600. (7) The peptide sequence is WNFAGIEAAASAIQG. The MHC is HLA-DPA10103-DPB10201 with pseudo-sequence HLA-DPA10103-DPB10201. The binding affinity (normalized) is 0. (8) The peptide sequence is ASPWSWPDLDLKPGA. The MHC is DRB1_1501 with pseudo-sequence DRB1_1501. The binding affinity (normalized) is 0.473. (9) The peptide sequence is GFTRRFKFLLNISYL. The MHC is DRB1_0701 with pseudo-sequence DRB1_0701. The binding affinity (normalized) is 0.908. (10) The peptide sequence is YDKFLANVPTVLTGK. The MHC is DRB1_1602 with pseudo-sequence DRB1_1602. The binding affinity (normalized) is 0.593.